This data is from Full USPTO retrosynthesis dataset with 1.9M reactions from patents (1976-2016). The task is: Predict the reactants needed to synthesize the given product. (1) The reactants are: Br[C:2]1[N:3]=[C:4]([C:7]2[CH:12]=[C:11]([C:13]3[CH:18]=[CH:17][C:16]([C:19]([F:22])([F:21])[F:20])=[CH:15][CH:14]=3)[CH:10]=[C:9]([CH3:23])[N:8]=2)[S:5][CH:6]=1.[NH2:24][C:25]1[N:30]=[CH:29][C:28](B2OC(C)(C)C(C)(C)O2)=[CH:27][N:26]=1. Given the product [CH3:23][C:9]1[N:8]=[C:7]([C:4]2[S:5][CH:6]=[C:2]([C:28]3[CH:27]=[N:26][C:25]([NH2:24])=[N:30][CH:29]=3)[N:3]=2)[CH:12]=[C:11]([C:13]2[CH:18]=[CH:17][C:16]([C:19]([F:22])([F:21])[F:20])=[CH:15][CH:14]=2)[CH:10]=1, predict the reactants needed to synthesize it. (2) The reactants are: [NH:1]1[C:9]2[C:4](=[CH:5][C:6]([C:10](=O)[CH2:11][CH3:12])=[CH:7][CH:8]=2)[CH:3]=[N:2]1.[Cl:14][CH2:15][CH2:16][O:17][C:18]1[CH:23]=[CH:22][C:21]([C:24]([C:26]2[CH:31]=[CH:30][C:29]([OH:32])=[CH:28][CH:27]=2)=O)=[CH:20][CH:19]=1. Given the product [Cl:14][CH2:15][CH2:16][O:17][C:18]1[CH:23]=[CH:22][C:21]([C:24]([C:26]2[CH:31]=[CH:30][C:29]([OH:32])=[CH:28][CH:27]=2)=[C:10]([C:6]2[CH:5]=[C:4]3[C:9](=[CH:8][CH:7]=2)[NH:1][N:2]=[CH:3]3)[CH2:11][CH3:12])=[CH:20][CH:19]=1, predict the reactants needed to synthesize it. (3) Given the product [CH2:57]([O:56][C:54]([C:2]1[CH:3]=[CH:4][CH:5]=[C:6]2[C:11]=1[N:10]=[C:9]([NH:12][C:13]1[CH:18]=[CH:17][CH:16]=[CH:15][CH:14]=1)[N:8]=[CH:7]2)=[CH2:55])[CH2:58][CH2:59][CH3:60], predict the reactants needed to synthesize it. The reactants are: Br[C:2]1[CH:3]=[CH:4][CH:5]=[C:6]2[C:11]=1[N:10]=[C:9]([NH:12][C:13]1[CH:18]=[CH:17][CH:16]=[CH:15][CH:14]=1)[N:8]=[CH:7]2.C(=O)([O-])[O-].[K+].[K+].C1(P(C2C=CC=CC=2)CCCP(C2C=CC=CC=2)C2C=CC=CC=2)C=CC=CC=1.[CH:54]([O:56][CH2:57][CH2:58][CH2:59][CH3:60])=[CH2:55]. (4) Given the product [CH3:68][O:67][C:65]([NH:64][C@@H:60]([CH:59]([CH3:69])[CH3:70])[C:61]([N:45]1[CH2:46][C@@H:47]([CH3:49])[CH2:48][C@H:44]1[C:42]1[NH:43][C:39]([C:34]2[CH:35]=[C:36]3[CH2:37][O:38][C:25]4[CH:24]=[C:23]5[C:28]([CH:29]=[CH:30][C:20]6[N:19]=[C:18]([C@@H:13]7[CH2:14][CH2:15][C@H:16]([CH3:17])[N:12]7[C:10](=[O:11])[C@@H:6]([NH:5][C:3](=[O:4])[O:2][CH3:1])[CH:7]([CH3:9])[CH3:8])[NH:22][C:21]=65)=[CH:27][C:26]=4[C:31]3=[CH:32][CH:33]=2)=[CH:40][N:41]=1)=[O:63])=[O:66], predict the reactants needed to synthesize it. The reactants are: [CH3:1][O:2][C:3]([NH:5][C@H:6]([C:10]([N:12]1[C@@H:16]([CH3:17])[CH2:15][CH2:14][C@H:13]1[C:18]1[NH:22][C:21]2[C:23]3[C:28]([CH:29]=[CH:30][C:20]=2[N:19]=1)=[CH:27][C:26]1[C:31]2[C:36]([CH2:37][O:38][C:25]=1[CH:24]=3)=[CH:35][C:34]([C:39]1[NH:43][C:42]([C@@H:44]3[CH2:48][C@H:47]([CH3:49])[CH2:46][N:45]3C(OC(C)(C)C)=O)=[N:41][CH:40]=1)=[CH:33][CH:32]=2)=[O:11])[CH:7]([CH3:9])[CH3:8])=[O:4].CO[C@H:59]([CH3:69])[C@H:60]([NH:64][C:65]([O:67][CH3:68])=[O:66])[C:61]([OH:63])=O.[CH3:70]N(C(ON1N=NC2C=CC=NC1=2)=[N+](C)C)C.F[P-](F)(F)(F)(F)F.CN1CCOCC1. (5) The reactants are: [NH:1]1[CH2:6][CH2:5][CH:4]([N:7]2[CH:11]=[C:10]([C:12]3[CH:35]=[CH:34][C:15]4[N:16]([C:19]5[CH:20]=[C:21]([NH:30][C:31](=[O:33])[CH3:32])[CH:22]=[C:23]([N:25]6[CH:29]=[CH:28][CH:27]=[N:26]6)[CH:24]=5)[CH:17]=[N:18][C:14]=4[CH:13]=3)[CH:9]=[N:8]2)[CH2:3][CH2:2]1.N1C=CC=CC=1.[CH3:42][S:43](Cl)(=[O:45])=[O:44]. Given the product [CH3:42][S:43]([N:1]1[CH2:6][CH2:5][CH:4]([N:7]2[CH:11]=[C:10]([C:12]3[CH:35]=[CH:34][C:15]4[N:16]([C:19]5[CH:20]=[C:21]([NH:30][C:31](=[O:33])[CH3:32])[CH:22]=[C:23]([N:25]6[CH:29]=[CH:28][CH:27]=[N:26]6)[CH:24]=5)[CH:17]=[N:18][C:14]=4[CH:13]=3)[CH:9]=[N:8]2)[CH2:3][CH2:2]1)(=[O:45])=[O:44], predict the reactants needed to synthesize it.